The task is: Predict the product of the given reaction.. This data is from Forward reaction prediction with 1.9M reactions from USPTO patents (1976-2016). (1) Given the reactants [F:1][C:2]1[CH:31]=[C:30]([F:32])[CH:29]=[CH:28][C:3]=1[O:4][C:5]1[CH:10]=[CH:9][C:8]([S:11]([CH3:14])(=[O:13])=[O:12])=[CH:7][C:6]=1[C:15]1[C:16]2[CH:25]=[C:24]([CH:26]=[O:27])[NH:23][C:17]=2[C:18](=[O:22])[N:19]([CH3:21])[CH:20]=1.[CH3:33][Mg]Br.Cl, predict the reaction product. The product is: [F:1][C:2]1[CH:31]=[C:30]([F:32])[CH:29]=[CH:28][C:3]=1[O:4][C:5]1[CH:10]=[CH:9][C:8]([S:11]([CH3:14])(=[O:12])=[O:13])=[CH:7][C:6]=1[C:15]1[C:16]2[CH:25]=[C:24]([CH:26]([OH:27])[CH3:33])[NH:23][C:17]=2[C:18](=[O:22])[N:19]([CH3:21])[CH:20]=1. (2) Given the reactants [CH:1]([C:3]1[CH:4]=[C:5]([CH:9]=[CH:10][C:11]=1[CH3:12])[C:6]([OH:8])=O)=[O:2].CN(C(ON1N=NC2C=CC=CC1=2)=[N+](C)C)C.F[P-](F)(F)(F)(F)F.Cl.[NH:38]1[CH2:43][CH2:42][CH:41]([C:44]2[CH:51]=[CH:50][C:47]([C:48]#[N:49])=[CH:46][CH:45]=2)[CH2:40][CH2:39]1.CCN(C(C)C)C(C)C, predict the reaction product. The product is: [CH:1]([C:3]1[CH:4]=[C:5]([CH:9]=[CH:10][C:11]=1[CH3:12])[C:6]([N:38]1[CH2:43][CH2:42][CH:41]([C:44]2[CH:51]=[CH:50][C:47]([C:48]#[N:49])=[CH:46][CH:45]=2)[CH2:40][CH2:39]1)=[O:8])=[O:2]. (3) Given the reactants [Br:1][C:2]1[C:8]([CH3:9])=[CH:7][C:5]([NH2:6])=[C:4]([F:10])[CH:3]=1.N1C=CC=CC=1.[CH3:17][S:18](Cl)(=[O:20])=[O:19], predict the reaction product. The product is: [Br:1][C:2]1[C:8]([CH3:9])=[CH:7][C:5]([NH:6][S:18]([CH3:17])(=[O:20])=[O:19])=[C:4]([F:10])[CH:3]=1. (4) The product is: [NH2:23][C:20]1[N:19]=[CH:18][C:17]([C:16]#[C:15][C:11]2[CH:10]=[C:9]([NH:8][C:34]([NH:33][C:31]3[N:30]([CH3:43])[N:29]=[C:28]([C:24]([CH3:27])([CH3:26])[CH3:25])[CH:32]=3)=[O:35])[CH:14]=[N:13][CH:12]=2)=[CH:22][N:21]=1. Given the reactants C(N(CC)CC)C.[NH2:8][C:9]1[CH:10]=[C:11]([C:15]#[C:16][C:17]2[CH:18]=[N:19][C:20]([NH2:23])=[N:21][CH:22]=2)[CH:12]=[N:13][CH:14]=1.[C:24]([C:28]1[CH:32]=[C:31]([NH:33][C:34](=O)[O:35]C2C=CC=CC=2)[N:30]([CH3:43])[N:29]=1)([CH3:27])([CH3:26])[CH3:25], predict the reaction product. (5) Given the reactants [CH3:1][O:2][C:3]1[CH:23]=[CH:22][CH:21]=[CH:20][C:4]=1[CH2:5][N:6]1[CH:10]=[CH:9][N:8]=[C:7]1[C@@H:11]([NH2:19])[CH2:12][C:13]1[CH:18]=[CH:17][CH:16]=[CH:15][CH:14]=1.[OH:24][C:25]1[CH:26]=[C:27]2[C:31](=[CH:32][CH:33]=1)[NH:30][CH:29]=[C:28]2[CH2:34][C:35](O)=[O:36].CN(C(ON1N=NC2C=CC=NC1=2)=[N+](C)C)C.F[P-](F)(F)(F)(F)F.C(N(C(C)C)CC)(C)C, predict the reaction product. The product is: [OH:24][C:25]1[CH:26]=[C:27]2[C:31](=[CH:32][CH:33]=1)[NH:30][CH:29]=[C:28]2[CH2:34][C:35]([NH:19][C@H:11]([C:7]1[N:6]([CH2:5][C:4]2[CH:20]=[CH:21][CH:22]=[CH:23][C:3]=2[O:2][CH3:1])[CH:10]=[CH:9][N:8]=1)[CH2:12][C:13]1[CH:14]=[CH:15][CH:16]=[CH:17][CH:18]=1)=[O:36]. (6) Given the reactants [Br:1][C:2]1[CH:3]=[C:4]([NH:8]N=C2CCCNC2=O)[CH:5]=[CH:6][CH:7]=1.[C:17](=[O:20])([O-])[O-].[Na+].[Na+], predict the reaction product. The product is: [Br:1][C:2]1[CH:3]=[C:4]2[C:5]([C:2]3[CH2:3][CH2:4][NH:8][C:17](=[O:20])[C:7]=3[NH:8]2)=[CH:6][CH:7]=1. (7) Given the reactants [H-].[Na+].[CH:3]1([NH:6][C:7](=[O:15])[CH2:8][C:9]2[CH:14]=[CH:13][CH:12]=[CH:11][CH:10]=2)[CH2:5][CH2:4]1.[CH2:16](Br)[C:17]#[CH:18].C1(C)C=CC=CC=1, predict the reaction product. The product is: [CH:3]1([N:6]([CH2:18][C:17]#[CH:16])[C:7](=[O:15])[CH2:8][C:9]2[CH:14]=[CH:13][CH:12]=[CH:11][CH:10]=2)[CH2:4][CH2:5]1. (8) Given the reactants [NH2:1][C@H]1CC[C@H](CNC2C([N+]([O-])=O)=CN=C(NCC3C=CC=CC=3OC(F)(F)F)N=2)CC1.Br[CH:33]([CH2:41][CH2:42]Br)[C:34]([O:36][C:37]([CH3:40])([CH3:39])[CH3:38])=[O:35].CCN(C(C)C)C(C)C, predict the reaction product. The product is: [C:37]([O:36][C:34]([CH:33]1[CH2:41][CH2:42][NH:1]1)=[O:35])([CH3:40])([CH3:39])[CH3:38]. (9) Given the reactants [N+:1]([C:4]1[CH:8]=[CH:7][NH:6][N:5]=1)([O-:3])=[O:2].[H-].[Na+].Cl[CH2:12][S:13][CH3:14], predict the reaction product. The product is: [CH3:12][S:13][CH2:14][N:6]1[CH:7]=[CH:8][C:4]([N+:1]([O-:3])=[O:2])=[N:5]1.